This data is from Full USPTO retrosynthesis dataset with 1.9M reactions from patents (1976-2016). The task is: Predict the reactants needed to synthesize the given product. (1) Given the product [ClH:29].[Br:1][C:2]1[C:25]([Br:26])=[CH:24][C:5]2[N:6]([CH2:22][CH3:23])[C:7]([N:9]3[CH2:14][CH2:13][NH:12][CH2:11][CH2:10]3)=[N:8][C:4]=2[C:3]=1[C:27]#[N:28], predict the reactants needed to synthesize it. The reactants are: [Br:1][C:2]1[C:25]([Br:26])=[CH:24][C:5]2[N:6]([CH2:22][CH3:23])[C:7]([N:9]3[CH2:14][CH2:13][N:12](C(OC(C)(C)C)=O)[CH2:11][CH2:10]3)=[N:8][C:4]=2[C:3]=1[C:27]#[N:28].[ClH:29].C(OCC)C. (2) The reactants are: [C:1]([O:5][C:6]([N:8]1[CH2:13][CH2:12][N:11]([C:14]2[C:19]([CH3:20])=[CH:18][C:17](Br)=[CH:16][N:15]=2)[CH2:10][CH2:9]1)=[O:7])([CH3:4])([CH3:3])[CH3:2].O.N.[CH3:24][N:25](C)C=O. Given the product [C:1]([O:5][C:6]([N:8]1[CH2:13][CH2:12][N:11]([C:14]2[C:19]([CH3:20])=[CH:18][C:17]([C:24]#[N:25])=[CH:16][N:15]=2)[CH2:10][CH2:9]1)=[O:7])([CH3:4])([CH3:3])[CH3:2], predict the reactants needed to synthesize it. (3) Given the product [CH:2]([C:3]1([C:11]([O:13][CH:14]([CH3:16])[CH3:15])=[O:12])[CH2:6][C:5]([O:7][CH3:8])([O:9][CH3:10])[CH2:4]1)=[O:1], predict the reactants needed to synthesize it. The reactants are: [OH:1][CH2:2][C:3]1([C:11]([O:13][CH:14]([CH3:16])[CH3:15])=[O:12])[CH2:6][C:5]([O:9][CH3:10])([O:7][CH3:8])[CH2:4]1.C(O)(=O)C.C(O)(=O)C.I(C1C=CC=CC=1)=O.CC1(C)N([O])C(C)(C)CCC1. (4) Given the product [ClH:14].[CH2:1]([O:3][C:4]1[CH:13]=[CH:12][CH:11]=[CH:10][C:5]=1[C:6]([NH2:8])=[NH:7])[CH3:2], predict the reactants needed to synthesize it. The reactants are: [CH2:1]([O:3][C:4]1[CH:13]=[CH:12][CH:11]=[CH:10][C:5]=1[C:6]([NH:8]O)=[NH:7])[CH3:2].[ClH:14].